From a dataset of Reaction yield outcomes from USPTO patents with 853,638 reactions. Predict the reaction yield, written as a fraction of the theoretical maximum amount of product (1.0 means a 100% yield; for example, 0.34 means a 34% yield). (1) The reactants are [C:1]([C:3]1[C:11]2[C:6](=[CH:7][C:8]([O:12][CH2:13][CH2:14][CH2:15]I)=[CH:9][CH:10]=2)[N:5]([CH:17]2[CH2:20][CH2:19][CH2:18]2)[C:4]=1[C:21]1[CH:26]=[CH:25][C:24]([NH:27][C:28]([NH:30][CH:31]([CH3:33])[CH3:32])=[O:29])=[CH:23][CH:22]=1)#[N:2].[NH:34]1[CH:38]=[N:37][CH:36]=[N:35]1.[Na]. The catalyst is CN(C=O)C. The product is [C:1]([C:3]1[C:11]2[C:6](=[CH:7][C:8]([O:12][CH2:13][CH2:14][CH2:15][N:34]3[CH:38]=[N:37][CH:36]=[N:35]3)=[CH:9][CH:10]=2)[N:5]([CH:17]2[CH2:20][CH2:19][CH2:18]2)[C:4]=1[C:21]1[CH:26]=[CH:25][C:24]([NH:27][C:28]([NH:30][CH:31]([CH3:33])[CH3:32])=[O:29])=[CH:23][CH:22]=1)#[N:2]. The yield is 0.400. (2) The reactants are [CH:1]1([CH2:4][O:5][C:6]2[CH:7]=[C:8]3[C:14]([C:15]4[CH:16]=[N:17][N:18]([CH3:20])[CH:19]=4)=[CH:13][N:12](COCC[Si](C)(C)C)[C:9]3=[N:10][CH:11]=2)[CH2:3][CH2:2]1.CCCC[N+](CCCC)(CCCC)CCCC.[F-].CCOC(C)=O.C([O-])(O)=O.[Na+]. The catalyst is C1COCC1. The product is [CH:1]1([CH2:4][O:5][C:6]2[CH:7]=[C:8]3[C:14]([C:15]4[CH:16]=[N:17][N:18]([CH3:20])[CH:19]=4)=[CH:13][NH:12][C:9]3=[N:10][CH:11]=2)[CH2:2][CH2:3]1. The yield is 0.620. (3) The reactants are [C:1]([C:3]1[CH:8]=[CH:7][C:6]([C:9]2[CH:14]=[CH:13][CH:12]=[CH:11][C:10]=2[S:15][C:16]([CH3:23])([CH3:22])[C:17]([O:19]CC)=[O:18])=[CH:5][CH:4]=1)#[N:2].[OH-].[Na+]. The catalyst is CO. The product is [C:1]([C:3]1[CH:4]=[CH:5][C:6]([C:9]2[CH:14]=[CH:13][CH:12]=[CH:11][C:10]=2[S:15][C:16]([CH3:23])([CH3:22])[C:17]([OH:19])=[O:18])=[CH:7][CH:8]=1)#[N:2]. The yield is 0.450. (4) The reactants are [NH2:1][C:2]1[CH:16]=[CH:15][C:5]2[C:6](=[O:14])[NH:7][C:8]3[C:13]([C:4]=2[CH:3]=1)=[CH:12][CH:11]=[CH:10][N:9]=3.Br[CH2:18][C:19]1[CH:24]=[CH:23][C:22]([C:25]([F:28])([F:27])[F:26])=[CH:21][C:20]=1[C:29]([F:32])([F:31])[F:30]. No catalyst specified. The product is [F:30][C:29]([F:31])([F:32])[C:20]1[CH:21]=[C:22]([C:25]([F:28])([F:26])[F:27])[CH:23]=[CH:24][C:19]=1[CH2:18][NH:1][C:2]1[CH:16]=[CH:15][C:5]2[C:6](=[O:14])[NH:7][C:8]3[C:13]([C:4]=2[CH:3]=1)=[CH:12][CH:11]=[CH:10][N:9]=3. The yield is 0.220. (5) The reactants are C[O:2][C:3](=O)[C:4]1[CH:9]=[CH:8][C:7]([O:10][CH3:11])=[CH:6][C:5]=1[F:12].O.[NH2:15][NH2:16]. The catalyst is C(O)C. The product is [F:12][C:5]1[CH:6]=[C:7]([O:10][CH3:11])[CH:8]=[CH:9][C:4]=1[C:3]([NH:15][NH2:16])=[O:2]. The yield is 0.850. (6) The reactants are C([O:3][C:4](=[O:36])[CH2:5][N:6]1[CH2:11][CH2:10][N:9]([CH2:12][C:13]2[S:17][C:16]([C:18]3[NH:19][C:20]4[C:25]([CH:26]=3)=[CH:24][CH:23]=[CH:22][C:21]=4[NH:27][S:28]([C:31]3[S:32][CH:33]=[CH:34][CH:35]=3)(=[O:30])=[O:29])=[N:15][CH:14]=2)[CH2:8][CH2:7]1)C.[OH-].[Na+].C(O)(=O)CC(CC(O)=O)(C(O)=O)O.[Cl-].[Na+]. The catalyst is O1CCCC1.C(OCC)(=O)C.CO. The product is [S:32]1[CH:33]=[CH:34][CH:35]=[C:31]1[S:28]([NH:27][C:21]1[CH:22]=[CH:23][CH:24]=[C:25]2[C:20]=1[NH:19][C:18]([C:16]1[S:17][C:13]([CH2:12][N:9]3[CH2:10][CH2:11][N:6]([CH2:5][C:4]([OH:36])=[O:3])[CH2:7][CH2:8]3)=[CH:14][N:15]=1)=[CH:26]2)(=[O:29])=[O:30]. The yield is 0.760. (7) The reactants are S(Cl)(Cl)=O.ClC1C=CC=CC=1OC(C)C(O)=O.ClC1C=CC=CC=1OC(C)C(Cl)=O.[CH3:31][O:32][C:33]1[CH:34]=[C:35]2[C:40](=[CH:41][C:42]=1[O:43][CH3:44])[N:39]=[CH:38][N:37]=[C:36]2[O:45][C:46]1[CH:52]=[CH:51][C:49]([NH2:50])=[CH:48][CH:47]=1.[Cl:53][C:54]1[CH:67]=[CH:66][CH:65]=[CH:64][C:55]=1[O:56][CH:57]([CH3:63])[C:58]([N:60]=[C:61]=[S:62])=[O:59]. The catalyst is C1(C)C=CC=CC=1.C(O)C. The product is [Cl:53][C:54]1[CH:67]=[CH:66][CH:65]=[CH:64][C:55]=1[O:56][CH:57]([CH3:63])[C:58]([NH:60][C:61]([NH:50][C:49]1[CH:51]=[CH:52][C:46]([O:45][C:36]2[C:35]3[C:40](=[CH:41][C:42]([O:43][CH3:44])=[C:33]([O:32][CH3:31])[CH:34]=3)[N:39]=[CH:38][N:37]=2)=[CH:47][CH:48]=1)=[S:62])=[O:59]. The yield is 0.500. (8) The reactants are [CH2:1]([N:8]1[C:13](=[O:14])[C:12](Cl)=[C:11]([Cl:16])[CH:10]=[N:9]1)[C:2]1[CH:7]=[CH:6][CH:5]=[CH:4][CH:3]=1.[CH3:17][O-:18].[Na+].CO. The catalyst is O1CCOCC1. The product is [CH2:1]([N:8]1[C:13](=[O:14])[C:12]([O:18][CH3:17])=[C:11]([Cl:16])[CH:10]=[N:9]1)[C:2]1[CH:7]=[CH:6][CH:5]=[CH:4][CH:3]=1. The yield is 0.780. (9) The catalyst is C1COCC1. The product is [OH:8][CH2:9][CH:10]1[CH2:15][CH2:14][CH2:13][N:12]([C:16]2[CH:17]=[CH:18][C:19]([CH3:37])=[C:20]([CH:36]=2)[C:21]([NH:23][C:24]2[C:25]([CH3:35])=[C:26]([CH:31]=[CH:32][C:33]=2[CH3:34])[C:27]([O:29][CH3:30])=[O:28])=[O:22])[CH2:11]1. The yield is 0.855. The reactants are [Si]([O:8][CH2:9][CH:10]1[CH2:15][CH2:14][CH2:13][N:12]([C:16]2[CH:17]=[CH:18][C:19]([CH3:37])=[C:20]([CH:36]=2)[C:21]([NH:23][C:24]2[C:25]([CH3:35])=[C:26]([CH:31]=[CH:32][C:33]=2[CH3:34])[C:27]([O:29][CH3:30])=[O:28])=[O:22])[CH2:11]1)(C(C)(C)C)(C)C.[N+](CCCC)(CCCC)(CCCC)CCCC.[F-].